This data is from Full USPTO retrosynthesis dataset with 1.9M reactions from patents (1976-2016). The task is: Predict the reactants needed to synthesize the given product. Given the product [O:1]1[C:5]2[CH:6]=[CH:7][C:8]([C:10]3[S:11][CH:12]=[C:13]([C:15]([NH:27][C:25]4[NH:24][N:23]=[C:22]([S:21][CH2:18][CH2:19][CH3:20])[N:26]=4)=[O:16])[N:14]=3)=[CH:9][C:4]=2[CH2:3][CH2:2]1, predict the reactants needed to synthesize it. The reactants are: [O:1]1[C:5]2[CH:6]=[CH:7][C:8]([C:10]3[S:11][CH:12]=[C:13]([C:15](Cl)=[O:16])[N:14]=3)=[CH:9][C:4]=2[CH2:3][CH2:2]1.[CH2:18]([S:21][C:22]1[N:26]=[C:25]([NH2:27])[NH:24][N:23]=1)[CH2:19][CH3:20].